Dataset: Full USPTO retrosynthesis dataset with 1.9M reactions from patents (1976-2016). Task: Predict the reactants needed to synthesize the given product. (1) Given the product [O:19]=[C:13]([NH:10][CH2:9][C:5]1[CH:6]=[CH:7][CH:8]=[C:3]([C:2]([F:11])([F:12])[F:1])[CH:4]=1)[CH2:14][CH2:15][C:16]([OH:18])=[O:17], predict the reactants needed to synthesize it. The reactants are: [F:1][C:2]([F:12])([F:11])[C:3]1[CH:4]=[C:5]([CH2:9][NH2:10])[CH:6]=[CH:7][CH:8]=1.[C:13]1(=[O:19])[O:18][C:16](=[O:17])[CH2:15][CH2:14]1.CO. (2) Given the product [CH2:28]([O:20][C:17]1[CH:18]=[CH:19][C:14]([CH2:13][CH2:12][C:8]2[CH:9]=[N:10][C:11]3[C:6]([CH:7]=2)=[C:5]2[CH:22]=[CH:23][C:24]([CH3:26])=[CH:25][C:4]2=[N:3][C:2]=3[NH2:1])=[C:15]([CH3:21])[CH:16]=1)[CH2:29][CH2:30][CH3:31], predict the reactants needed to synthesize it. The reactants are: [NH2:1][C:2]1[C:11]2[N:10]=[CH:9][C:8]([CH2:12][CH2:13][C:14]3[CH:19]=[CH:18][C:17]([OH:20])=[CH:16][C:15]=3[CH3:21])=[CH:7][C:6]=2[C:5]2[CH:22]=[CH:23][C:24]([CH3:26])=[CH:25][C:4]=2[N:3]=1.Br[CH2:28][CH2:29][CH2:30][CH3:31]. (3) Given the product [ClH:36].[NH2:29][C@H:19]([C:3]1[N:4]=[CH:5][C:6]([N:8]2[C:9](=[O:18])[C:10]3[C:15](=[CH:14][CH:13]=[CH:12][CH:11]=3)[C:16]2=[O:17])=[CH:7][C:2]=1[Br:1])[CH2:20][C:21]1[CH:26]=[C:25]([F:27])[CH:24]=[C:23]([F:28])[CH:22]=1, predict the reactants needed to synthesize it. The reactants are: [Br:1][C:2]1[C:3]([C@@H:19]([NH:29][S@](C(C)(C)C)=O)[CH2:20][C:21]2[CH:26]=[C:25]([F:27])[CH:24]=[C:23]([F:28])[CH:22]=2)=[N:4][CH:5]=[C:6]([N:8]2[C:16](=[O:17])[C:15]3[C:10](=[CH:11][CH:12]=[CH:13][CH:14]=3)[C:9]2=[O:18])[CH:7]=1.[ClH:36].O1CCOCC1.